From a dataset of NCI-60 drug combinations with 297,098 pairs across 59 cell lines. Regression. Given two drug SMILES strings and cell line genomic features, predict the synergy score measuring deviation from expected non-interaction effect. Drug 1: C1=C(C(=O)NC(=O)N1)F. Drug 2: CCC(=C(C1=CC=CC=C1)C2=CC=C(C=C2)OCCN(C)C)C3=CC=CC=C3.C(C(=O)O)C(CC(=O)O)(C(=O)O)O. Cell line: SN12C. Synergy scores: CSS=16.2, Synergy_ZIP=-2.38, Synergy_Bliss=-5.17, Synergy_Loewe=-5.19, Synergy_HSA=-4.51.